This data is from Forward reaction prediction with 1.9M reactions from USPTO patents (1976-2016). The task is: Predict the product of the given reaction. (1) Given the reactants [C:1]([O:4][C:5]1[C:10]([C:11]#[C:12][Si](C)(C)C)=[CH:9][C:8]([CH2:17][OH:18])=[CH:7][C:6]=1OC)(=O)C.[C:21]([OH:24])(=[O:23])[CH3:22].[F-].C([NH+](CCCC)CCCC)CCC.[NH4+].[Cl-], predict the reaction product. The product is: [C:21]([O:24][C:6]1[C:5]([O:4][CH3:1])=[C:10]([C:11]#[CH:12])[CH:9]=[C:8]([CH2:17][OH:18])[CH:7]=1)(=[O:23])[CH3:22]. (2) Given the reactants Cl[CH2:2][C:3]([NH:5][C@H:6]([C:16]1[C:21]([C:22]2[CH:23]=[CH:24][C:25]([F:31])=[C:26]([CH:30]=2)[C:27]([NH2:29])=[O:28])=[CH:20][CH:19]=[CH:18][N:17]=1)[CH2:7][C:8]1[CH:13]=[C:12]([F:14])[CH:11]=[C:10]([F:15])[CH:9]=1)=[O:4].[F:32][CH:33]([F:43])[C:34]1[C:42]2[CH2:41][CH2:40][CH2:39][CH2:38][C:37]=2[NH:36][N:35]=1, predict the reaction product. The product is: [F:43][CH:33]([F:32])[C:34]1[C:42]2[CH2:41][CH2:40][CH2:39][CH2:38][C:37]=2[N:36]([CH2:2][C:3]([NH:5][C@H:6]([C:16]2[C:21]([C:22]3[CH:23]=[CH:24][C:25]([F:31])=[C:26]([CH:30]=3)[C:27]([NH2:29])=[O:28])=[CH:20][CH:19]=[CH:18][N:17]=2)[CH2:7][C:8]2[CH:13]=[C:12]([F:14])[CH:11]=[C:10]([F:15])[CH:9]=2)=[O:4])[N:35]=1. (3) Given the reactants [C:1]([C:3]1[N:7]2[N:8]=[CH:9][CH:10]=[CH:11][C:6]2=[N:5][CH:4]=1)#[CH:2].[Cl:12][C:13]1[CH:37]=[CH:36][C:16]([C:17]([NH:19][C:20]2[CH:25]=[C:24]([C:26]([F:29])([F:28])[F:27])[CH:23]=[C:22]([N:30]3[CH:34]=[C:33]([CH3:35])[N:32]=[CH:31]3)[CH:21]=2)=[O:18])=[CH:15][C:14]=1I, predict the reaction product. The product is: [Cl:12][C:13]1[CH:14]=[CH:15][C:16]([C:17]([NH:19][C:20]2[CH:25]=[C:24]([C:26]([F:29])([F:27])[F:28])[CH:23]=[C:22]([N:30]3[CH:34]=[C:33]([CH3:35])[N:32]=[CH:31]3)[CH:21]=2)=[O:18])=[CH:36][C:37]=1[C:2]#[C:1][C:3]1[N:7]2[N:8]=[CH:9][CH:10]=[CH:11][C:6]2=[N:5][CH:4]=1. (4) Given the reactants [OH:1][CH:2]1[CH2:6][O:5][N:4]([C:7]([C:9]2[C:17]3[C:16](=[O:18])[N:15]([CH3:19])[C:14](=[O:20])[N:13]([CH2:21][CH:22]([CH3:24])[CH3:23])[C:12]=3[S:11][C:10]=2[CH3:25])=[O:8])[CH2:3]1.N1C=CN=C1.[Si:31](Cl)([C:34]([CH3:37])([CH3:36])[CH3:35])([CH3:33])[CH3:32], predict the reaction product. The product is: [CH3:35][C:34]([Si:31]([CH3:33])([CH3:32])[O:1][CH:2]1[CH2:6][O:5][N:4]([C:7]([C:9]2[C:17]3[C:16](=[O:18])[N:15]([CH3:19])[C:14](=[O:20])[N:13]([CH2:21][CH:22]([CH3:23])[CH3:24])[C:12]=3[S:11][C:10]=2[CH3:25])=[O:8])[CH2:3]1)([CH3:37])[CH3:36]. (5) Given the reactants Br[CH2:2][C:3]1[C:4]([I:10])=[CH:5][C:6]([F:9])=[N:7][CH:8]=1.[NH:11]1[CH2:16][CH2:15][CH:14]([OH:17])[CH2:13][CH2:12]1.C(N(C(C)C)CC)(C)C, predict the reaction product. The product is: [F:9][C:6]1[N:7]=[CH:8][C:3]([CH2:2][N:11]2[CH2:16][CH2:15][CH:14]([OH:17])[CH2:13][CH2:12]2)=[C:4]([I:10])[CH:5]=1. (6) Given the reactants Cl[C:2]1[N:3]=[C:4]([N:23]2[CH2:28][CH2:27][O:26][CH2:25][CH2:24]2)[C:5]2[N:10]=[C:9]([CH2:11][CH2:12][N:13]3[CH2:18][CH2:17][CH:16]([C:19]([OH:22])([CH3:21])[CH3:20])[CH2:15][CH2:14]3)[S:8][C:6]=2[N:7]=1.[CH2:29]([C:31]1[NH:32][C:33]2[CH:39]=[CH:38][CH:37]=[CH:36][C:34]=2[N:35]=1)[CH3:30].CC(C1C=C(C(C)C)C(C2C=CC=CC=2P(C2CCCCC2)C2CCCCC2)=C(C(C)C)C=1)C.C([O-])([O-])=O.[Cs+].[Cs+], predict the reaction product. The product is: [CH2:29]([C:31]1[N:32]([C:2]2[N:3]=[C:4]([N:23]3[CH2:28][CH2:27][O:26][CH2:25][CH2:24]3)[C:5]3[N:10]=[C:9]([CH2:11][CH2:12][N:13]4[CH2:18][CH2:17][CH:16]([C:19]([OH:22])([CH3:21])[CH3:20])[CH2:15][CH2:14]4)[S:8][C:6]=3[N:7]=2)[C:33]2[CH:39]=[CH:38][CH:37]=[CH:36][C:34]=2[N:35]=1)[CH3:30]. (7) Given the reactants [Br:1][C:2]1[CH:12]=[C:11]2[C:5]([CH:6]3[CH2:14][CH:8]([NH:9][C:10]2=O)[CH2:7]3)=[CH:4][C:3]=1[F:15].P(Cl)(Cl)(Cl)(Cl)[Cl:17], predict the reaction product. The product is: [Br:1][C:2]1[CH:12]=[C:11]2[C:5]([CH:6]3[CH2:14][CH:8]([N:9]=[C:10]2[Cl:17])[CH2:7]3)=[CH:4][C:3]=1[F:15]. (8) Given the reactants [CH3:1][OH:2].[H-].[Na+].Br[C:6]1[CH:7]=[C:8]([CH:29]=[CH:30][N:31]=1)[C:9]([NH:11][C:12]1[S:13][C:14]2[C:20]([CH:21]3[CH2:26][CH2:25][O:24][CH2:23][CH2:22]3)=[CH:19][CH:18]=[C:17]([O:27][CH3:28])[C:15]=2[N:16]=1)=[O:10], predict the reaction product. The product is: [CH3:1][O:2][C:6]1[CH:7]=[C:8]([CH:29]=[CH:30][N:31]=1)[C:9]([NH:11][C:12]1[S:13][C:14]2[C:20]([CH:21]3[CH2:26][CH2:25][O:24][CH2:23][CH2:22]3)=[CH:19][CH:18]=[C:17]([O:27][CH3:28])[C:15]=2[N:16]=1)=[O:10]. (9) Given the reactants CO[C:3](=O)[CH:4]=[CH:5][C:6]1[S:10][C:9]2[CH:11]=[CH:12][C:13]([CH2:15][NH:16][C:17]([O:19][C:20]([CH3:23])([CH3:22])[CH3:21])=[O:18])=[CH:14][C:8]=2[CH:7]=1.CC(OI1(OC(C)=O)(OC(C)=O)O[C:36](=O)[C:35]2[CH:34]=CC=CC1=2)=O.O, predict the reaction product. The product is: [C:20]([O:19][C:17](=[O:18])[NH:16][CH2:15][C:13]1[CH:12]=[CH:11][C:9]2[S:10][C:6]([CH2:5][CH2:4][CH2:3][N:16]([CH2:34][CH2:35][CH3:36])[CH2:15][CH2:13][CH3:12])=[CH:7][C:8]=2[CH:14]=1)([CH3:23])([CH3:22])[CH3:21]. (10) Given the reactants [Br:1][C:2]1[N:6]2[N:7]=[C:8](Cl)[CH:9]=[CH:10][C:5]2=[N:4][CH:3]=1.[NH2:12][CH2:13][CH2:14][CH2:15][CH2:16][OH:17].C(Cl)Cl.CO.[NH4+].[OH-], predict the reaction product. The product is: [Br:1][C:2]1[N:6]2[N:7]=[C:8]([NH:12][CH2:13][CH2:14][CH2:15][CH2:16][OH:17])[CH:9]=[CH:10][C:5]2=[N:4][CH:3]=1.